Predict the reaction yield, written as a fraction of the theoretical maximum amount of product (1.0 means a 100% yield; for example, 0.34 means a 34% yield). From a dataset of Reaction yield outcomes from USPTO patents with 853,638 reactions. (1) The product is [Br:1][C:2]1[C:3]([CH3:9])=[CH:4][C:5](=[O:8])[N:6]([CH3:12])[CH:7]=1. The catalyst is C1COCC1. The yield is 0.833. The reactants are [Br:1][C:2]1[C:3]([CH3:9])=[CH:4][C:5]([OH:8])=[N:6][CH:7]=1.[H-].[Na+].[CH3:12]I.[NH4+].[Cl-]. (2) The product is [CH2:10]([O:9][C:6]1[CH:7]=[CH:8][C:3]([C:1]#[N:2])=[CH:4][CH:5]=1)[C:11]1[CH:16]=[CH:15][CH:14]=[CH:13][CH:12]=1. The yield is 0.920. The reactants are [C:1]([C:3]1[CH:8]=[CH:7][C:6]([OH:9])=[CH:5][CH:4]=1)#[N:2].[CH2:10](Br)[C:11]1[CH:16]=[CH:15][CH:14]=[CH:13][CH:12]=1.C(=O)([O-])[O-].[K+].[K+]. The catalyst is CN(C=O)C.